Dataset: Full USPTO retrosynthesis dataset with 1.9M reactions from patents (1976-2016). Task: Predict the reactants needed to synthesize the given product. (1) Given the product [C:1]([O:5][C:6](=[O:33])[C:7]1[CH:8]=[C:9]([O:25][CH2:26][C:27]2[CH:28]=[CH:29][CH:30]=[CH:31][CH:32]=2)[C:10]([CH2:21][C:22]2([CH3:24])[CH2:23][O:42]2)=[C:11]([O:13][CH2:14][C:15]2[CH:16]=[CH:17][CH:18]=[CH:19][CH:20]=2)[CH:12]=1)([CH3:2])([CH3:3])[CH3:4], predict the reactants needed to synthesize it. The reactants are: [C:1]([O:5][C:6](=[O:33])[C:7]1[CH:12]=[C:11]([O:13][CH2:14][C:15]2[CH:20]=[CH:19][CH:18]=[CH:17][CH:16]=2)[C:10]([CH2:21][C:22]([CH3:24])=[CH2:23])=[C:9]([O:25][CH2:26][C:27]2[CH:32]=[CH:31][CH:30]=[CH:29][CH:28]=2)[CH:8]=1)([CH3:4])([CH3:3])[CH3:2].C1C=C(Cl)C=C(C(OO)=[O:42])C=1. (2) Given the product [Cl:8][C:7]1[C:2]([CH:25]=[CH2:26])=[N:3][CH:4]=[C:5]([CH2:9][O:10][Si:11]([C:14]([CH3:17])([CH3:16])[CH3:15])([CH3:13])[CH3:12])[CH:6]=1, predict the reactants needed to synthesize it. The reactants are: Cl[C:2]1[C:7]([Cl:8])=[CH:6][C:5]([CH2:9][O:10][Si:11]([C:14]([CH3:17])([CH3:16])[CH3:15])([CH3:13])[CH3:12])=[CH:4][N:3]=1.C([O-])([O-])=O.[K+].[K+].O1CCO[CH2:26][CH2:25]1.